Predict which catalyst facilitates the given reaction. From a dataset of Catalyst prediction with 721,799 reactions and 888 catalyst types from USPTO. (1) Reactant: F[C:2]1[CH:11]=[CH:10][C:5]([C:6]([O:8][CH3:9])=[O:7])=[CH:4][C:3]=1[N+:12]([O-:14])=[O:13].[CH2:15]([NH2:19])[CH2:16][CH:17]=[CH2:18]. Product: [CH2:15]([NH:19][C:2]1[CH:11]=[CH:10][C:5]([C:6]([O:8][CH3:9])=[O:7])=[CH:4][C:3]=1[N+:12]([O-:14])=[O:13])[CH2:16][CH:17]=[CH2:18]. The catalyst class is: 1. (2) Reactant: [CH3:1][C:2]1[CH:7]=[CH:6][C:5]([C:8]2[N:13]=[C:12]3[CH:14]=[N:15][NH:16][C:11]3=[CH:10][C:9]=2[C:17]2[CH:24]=[CH:23][C:20]([C:21]#[N:22])=[CH:19][CH:18]=2)=[CH:4][CH:3]=1.Br[CH2:26][CH:27]1[CH2:32][CH2:31][N:30]([C:33]([O:35][C:36]([CH3:39])([CH3:38])[CH3:37])=[O:34])[CH2:29][CH2:28]1.C(=O)([O-])[O-].[K+].[K+]. Product: [C:21]([C:20]1[CH:23]=[CH:24][C:17]([C:9]2[CH:10]=[C:11]3[N:16]([CH2:26][CH:27]4[CH2:32][CH2:31][N:30]([C:33]([O:35][C:36]([CH3:37])([CH3:39])[CH3:38])=[O:34])[CH2:29][CH2:28]4)[N:15]=[CH:14][C:12]3=[N:13][C:8]=2[C:5]2[CH:4]=[CH:3][C:2]([CH3:1])=[CH:7][CH:6]=2)=[CH:18][CH:19]=1)#[N:22]. The catalyst class is: 173. (3) Reactant: [Cl:1]C1C=CC2SC(S(O)(=O)=O)=C(C)C=2C=1.[CH3:16][O:17][C:18]1[CH:23]=[CH:22][C:21]([NH:24][S:25]([C:28]2[S:32][C:31]3[CH:33]=[CH:34][C:35]([Cl:37])=[CH:36][C:30]=3[C:29]=2[CH3:38])(=[O:27])=[O:26])=[CH:20][C:19]=1[N:39]1[CH2:44][CH2:43][N:42](C(OC(C)(C)C)=O)[CH2:41][CH2:40]1. Product: [ClH:1].[CH3:16][O:17][C:18]1[CH:23]=[CH:22][C:21]([NH:24][S:25]([C:28]2[S:32][C:31]3[CH:33]=[CH:34][C:35]([Cl:37])=[CH:36][C:30]=3[C:29]=2[CH3:38])(=[O:26])=[O:27])=[CH:20][C:19]=1[N:39]1[CH2:40][CH2:41][NH:42][CH2:43][CH2:44]1. The catalyst class is: 632. (4) The catalyst class is: 115. Product: [C:16]([O:15][C@H:9]1[C@H:10]([O:11][C:12](=[O:14])[CH3:13])[C@@H:5]([O:4][C:1](=[O:3])[CH3:2])[C@H:6]([C:26]2[CH:31]=[CH:30][C:29]([Cl:32])=[C:28]([CH2:33][O:34][C:35]3[CH:36]=[CH:37][CH:38]=[CH:39][CH:40]=3)[CH:27]=2)[O:7][C@@H:8]1[CH2:19][O:20][C:21](=[O:23])[CH3:22])(=[O:18])[CH3:17]. Reactant: [C:1]([O:4][C@@H:5]1[C@@H:10]([O:11][C:12](=[O:14])[CH3:13])[C@H:9]([O:15][C:16](=[O:18])[CH3:17])[C@@H:8]([CH2:19][O:20][C:21](=[O:23])[CH3:22])[O:7][C@:6]1([C:26]1[CH:31]=[CH:30][C:29]([Cl:32])=[C:28]([CH2:33][O:34][C:35]2[CH:40]=[CH:39][CH:38]=[CH:37][CH:36]=2)[CH:27]=1)OC)(=[O:3])[CH3:2].C([SiH](CC)CC)C.O.B(F)(F)F.CCOCC. (5) Reactant: [OH-:1].[K+].OO.[NH2:5][C:6]1[N:10]([CH2:11][C:12]2[CH:17]=[CH:16][C:15]([O:18][CH3:19])=[CH:14][CH:13]=2)[N:9]=[CH:8][C:7]=1[C:20]#[N:21]. Product: [NH2:5][C:6]1[N:10]([CH2:11][C:12]2[CH:13]=[CH:14][C:15]([O:18][CH3:19])=[CH:16][CH:17]=2)[N:9]=[CH:8][C:7]=1[C:20]([NH2:21])=[O:1]. The catalyst class is: 127. (6) Reactant: CCN(CC)CC.I[CH2:9][CH:10]1[CH2:15][CH2:14][O:13][CH2:12][CH2:11]1.[SH:16][C:17]1[CH:22]=[CH:21][C:20]([CH:23]([CH2:32][CH:33]2[CH2:38][CH2:37][O:36][CH2:35][CH2:34]2)[C:24]([NH:26][C:27]2[S:28][CH:29]=[CH:30][N:31]=2)=[O:25])=[CH:19][CH:18]=1. Product: [O:36]1[CH2:37][CH2:38][CH:33]([CH2:32][CH:23]([C:20]2[CH:21]=[CH:22][C:17]([S:16][CH2:9][CH:10]3[CH2:15][CH2:14][O:13][CH2:12][CH2:11]3)=[CH:18][CH:19]=2)[C:24]([NH:26][C:27]2[S:28][CH:29]=[CH:30][N:31]=2)=[O:25])[CH2:34][CH2:35]1. The catalyst class is: 3. (7) Reactant: [NH2:1][C:2]1[C:3]([O:17][CH2:18][C@@H:19]2[CH2:23][CH2:22][N:21](C(OC(C)(C)C)=O)[CH2:20]2)=[N:4][C:5]([C:9]2[CH:14]=[CH:13][C:12]([C:15]#[N:16])=[CH:11][CH:10]=2)=[C:6]([Cl:8])[N:7]=1.Cl[CH2:32][CH:33]=O. Product: [Cl:8][C:6]1[N:7]2[CH:32]=[CH:33][N:1]=[C:2]2[C:3]([O:17][CH2:18][C@@H:19]2[CH2:23][CH2:22][NH:21][CH2:20]2)=[N:4][C:5]=1[C:9]1[CH:14]=[CH:13][C:12]([C:15]#[N:16])=[CH:11][CH:10]=1. The catalyst class is: 8. (8) Reactant: [C:1]([CH:4]=[CH:5][C:6]1[CH:11]=[CH:10][C:9]([O:12][C:13](=[O:22])[C:14]2[CH:19]=[CH:18][C:17]([F:20])=[C:16]([F:21])[CH:15]=2)=[CH:8][CH:7]=1)(O)=[O:2].S(Cl)([Cl:25])=O. Product: [Cl:25][C:1]([CH:4]=[CH:5][C:6]1[CH:11]=[CH:10][C:9]([O:12][C:13](=[O:22])[C:14]2[CH:19]=[CH:18][C:17]([F:20])=[C:16]([F:21])[CH:15]=2)=[CH:8][CH:7]=1)=[O:2]. The catalyst class is: 2. (9) Reactant: Cl[CH2:2][C@H:3]([C:5]1[CH:10]=[CH:9][C:8]([Cl:11])=[C:7]([Cl:12])[CH:6]=1)[OH:4].[C-:13]#[N:14].[Na+].Cl. Product: [Cl:12][C:7]1[CH:6]=[C:5]([CH:3]([OH:4])[CH2:2][C:13]#[N:14])[CH:10]=[CH:9][C:8]=1[Cl:11]. The catalyst class is: 40. (10) Reactant: C(OC(=O)[NH:10][CH:11]1[CH2:16][CH2:15][N:14]([CH2:17][CH2:18][CH2:19][NH:20][C:21]([O:23][C:24]([CH3:27])([CH3:26])[CH3:25])=[O:22])[CH2:13][CH2:12]1)C1C=CC=CC=1. Product: [C:24]([O:23][C:21](=[O:22])[NH:20][CH2:19][CH2:18][CH2:17][N:14]1[CH2:15][CH2:16][CH:11]([NH2:10])[CH2:12][CH2:13]1)([CH3:27])([CH3:25])[CH3:26]. The catalyst class is: 29.